Dataset: Forward reaction prediction with 1.9M reactions from USPTO patents (1976-2016). Task: Predict the product of the given reaction. (1) Given the reactants [CH:1]1[C:14]2[N:13]([CH2:15][C:16]([NH:18][NH:19][C:20](=O)[C:21]3[CH:26]=[C:25]([Cl:27])[C:24]([OH:28])=[C:23]([Cl:29])[CH:22]=3)=O)[C:12]3[C:7](=[CH:8][CH:9]=[CH:10][CH:11]=3)[S:6][C:5]=2[CH:4]=[CH:3][CH:2]=1.COC1C=CC(P2(SP(C3C=CC(OC)=CC=3)(=S)S2)=[S:40])=CC=1.C(OCC)(=O)C, predict the reaction product. The product is: [CH:1]1[C:14]2[N:13]([CH2:15][C:16]3[S:40][C:20]([C:21]4[CH:26]=[C:25]([Cl:27])[C:24]([OH:28])=[C:23]([Cl:29])[CH:22]=4)=[N:19][N:18]=3)[C:12]3[C:7](=[CH:8][CH:9]=[CH:10][CH:11]=3)[S:6][C:5]=2[CH:4]=[CH:3][CH:2]=1. (2) Given the reactants [CH:1](/[C:9]1[N:17]=[CH:16][N:15]=[C:14]2[C:10]=1[N:11]=[CH:12][N:13]2[C@@H:18]1[O:28][C@H:27]2[C@@H:20]([O:21][Si](C(C)C)(C(C)C)O[Si](C(C)C)(C(C)C)[O:25][CH2:26]2)[C@H:19]1[O:41][CH3:42])=[CH:2]\[C:3]1[CH:8]=[CH:7][CH:6]=[CH:5][CH:4]=1.C(O)(=O)C.[F-].C([N+](CCCC)(CCCC)CCCC)CCC, predict the reaction product. The product is: [OH:25][CH2:26][C@@H:27]1[C@H:20]([OH:21])[C@@H:19]([O:41][CH3:42])[C@H:18]([N:13]2[CH:12]=[N:11][C:10]3[C:14]2=[N:15][CH:16]=[N:17][C:9]=3/[CH:1]=[CH:2]/[C:3]2[CH:8]=[CH:7][CH:6]=[CH:5][CH:4]=2)[O:28]1. (3) The product is: [C:1]12([NH:6][C:7]([C:9]3[CH:10]=[C:11]([C:15]4[C:16]([CH2:35][CH2:36][C:37]([N:46]=[N+:47]=[N-:48])=[O:39])=[CH:17][C:18]5[O:22][C:21]([C:23]6[CH:24]=[CH:25][C:26]([F:29])=[CH:27][CH:28]=6)=[C:20]([C:30](=[O:33])[NH:31][CH3:32])[C:19]=5[CH:34]=4)[CH:12]=[CH:13][CH:14]=3)=[O:8])[CH2:2][CH:3]([CH2:5]1)[CH2:4]2. Given the reactants [C:1]12([NH:6][C:7]([C:9]3[CH:10]=[C:11]([C:15]4[C:16]([CH2:35][CH2:36][C:37]([OH:39])=O)=[CH:17][C:18]5[O:22][C:21]([C:23]6[CH:28]=[CH:27][C:26]([F:29])=[CH:25][CH:24]=6)=[C:20]([C:30](=[O:33])[NH:31][CH3:32])[C:19]=5[CH:34]=4)[CH:12]=[CH:13][CH:14]=3)=[O:8])[CH2:5][CH:3]([CH2:4]1)[CH2:2]2.ClC(OCC)=O.[N-:46]=[N+:47]=[N-:48].[Na+], predict the reaction product. (4) Given the reactants [N+:1]([C:4]1[CH:5]=[C:6]2[C:10](=[CH:11][CH:12]=1)[NH:9][C:8]([C:13]([O:15][CH2:16][CH3:17])=[O:14])=[CH:7]2)([O-])=O.[H][H], predict the reaction product. The product is: [NH2:1][C:4]1[CH:5]=[C:6]2[C:10](=[CH:11][CH:12]=1)[NH:9][C:8]([C:13]([O:15][CH2:16][CH3:17])=[O:14])=[CH:7]2.